From a dataset of Full USPTO retrosynthesis dataset with 1.9M reactions from patents (1976-2016). Predict the reactants needed to synthesize the given product. (1) Given the product [C:27]1([C:24]2[N:23]=[CH:22][C:21]([CH:38]=[O:40])=[CH:26][N:25]=2)[CH:32]=[CH:31][CH:30]=[CH:29][CH:28]=1, predict the reactants needed to synthesize it. The reactants are: C1(P(C2C=CC=CC=2)C2C=CC=CC=2)C=CC=CC=1.Br[C:21]1[CH:22]=[N:23][C:24]([C:27]2[CH:32]=[CH:31][CH:30]=[CH:29][CH:28]=2)=[N:25][CH:26]=1.C([Sn](CCCC)(CCCC)[C:38]([O:40]CC)=C)CCC.Cl.C(=O)(O)[O-].[Na+]. (2) Given the product [C:4]([C:6]1[N:14]=[C:13]2[C:9]([N:10]=[CH:11][N:12]2[CH2:15][C:16]2[CH:17]=[CH:18][C:19]([O:22][CH3:23])=[CH:20][CH:21]=2)=[C:8]([C:24]2[O:25][CH:26]=[CH:27][CH:28]=2)[N:7]=1)(=[O:3])[CH3:5], predict the reactants needed to synthesize it. The reactants are: C([O:3][C:4]([C:6]1[N:14]=[C:13]2[C:9]([N:10]=[CH:11][N:12]2[CH2:15][C:16]2[CH:21]=[CH:20][C:19]([O:22][CH3:23])=[CH:18][CH:17]=2)=[C:8]([C:24]2[O:25][CH:26]=[CH:27][CH:28]=2)[N:7]=1)=[CH2:5])C.CC(C)=O.